This data is from Reaction yield outcomes from USPTO patents with 853,638 reactions. The task is: Predict the reaction yield, written as a fraction of the theoretical maximum amount of product (1.0 means a 100% yield; for example, 0.34 means a 34% yield). The reactants are Br[C:2]1[C:3]([NH2:22])=[N:4][CH:5]=[N:6][C:7]=1[O:8][C:9]1[CH:14]=[CH:13][C:12]([O:15][C:16]2[CH:21]=[CH:20][CH:19]=[CH:18][CH:17]=2)=[CH:11][CH:10]=1.CC1(C)C(C)(C)OB([C:31]2[CH:32]=[C:33]([NH:37][C:38](=[O:41])[CH2:39][CH3:40])[CH:34]=[CH:35][CH:36]=2)O1. No catalyst specified. The product is [NH2:22][C:3]1[C:2]([C:35]2[CH:34]=[C:33]([NH:37][C:38](=[O:41])[CH2:39][CH3:40])[CH:32]=[CH:31][CH:36]=2)=[C:7]([O:8][C:9]2[CH:14]=[CH:13][C:12]([O:15][C:16]3[CH:21]=[CH:20][CH:19]=[CH:18][CH:17]=3)=[CH:11][CH:10]=2)[N:6]=[CH:5][N:4]=1. The yield is 0.820.